This data is from Full USPTO retrosynthesis dataset with 1.9M reactions from patents (1976-2016). The task is: Predict the reactants needed to synthesize the given product. (1) Given the product [CH3:1][O:2][C:3]([C:5]1[CH:6]=[C:7]2[CH:13]=[C:12]([C:14](=[O:21])[CH2:15][CH:16]3[CH2:20][CH2:19][CH2:18][CH2:17]3)[N:11]([S:22]([C:25]3[CH:26]=[CH:27][CH:28]=[CH:29][CH:30]=3)(=[O:23])=[O:24])[C:8]2=[N:9][CH:10]=1)=[O:4], predict the reactants needed to synthesize it. The reactants are: [CH3:1][O:2][C:3]([C:5]1[CH:6]=[C:7]2[CH:13]=[C:12]([CH:14]([OH:21])[CH2:15][CH:16]3[CH2:20][CH2:19][CH2:18][CH2:17]3)[N:11]([S:22]([C:25]3[CH:30]=[CH:29][CH:28]=[CH:27][CH:26]=3)(=[O:24])=[O:23])[C:8]2=[N:9][CH:10]=1)=[O:4].CC(OI1(OC(C)=O)(OC(C)=O)OC(=O)C2C=CC=CC1=2)=O.ClCCl. (2) Given the product [Cl:1][C:2]1[CH:7]=[CH:6][C:5]([CH2:8][CH2:9][CH2:10][N:11]([CH3:34])[C:12]2[N:17]=[C:16]([N:18]3[CH2:19][CH2:20][N:21]([CH2:37][C:38]4[N:39]=[C:40]([CH3:43])[S:41][CH:42]=4)[CH2:22][CH2:23]3)[N:15]=[C:14]([NH:24][CH2:25][CH2:26][C:27]3[CH:28]=[CH:29][C:30]([OH:33])=[CH:31][CH:32]=3)[N:13]=2)=[CH:4][CH:3]=1, predict the reactants needed to synthesize it. The reactants are: [Cl:1][C:2]1[CH:7]=[CH:6][C:5]([CH2:8][CH2:9][CH2:10][N:11]([CH3:34])[C:12]2[N:17]=[C:16]([N:18]3[CH2:23][CH2:22][NH:21][CH2:20][CH2:19]3)[N:15]=[C:14]([NH:24][CH2:25][CH2:26][C:27]3[CH:32]=[CH:31][C:30]([OH:33])=[CH:29][CH:28]=3)[N:13]=2)=[CH:4][CH:3]=1.Cl.Cl[CH2:37][C:38]1[N:39]=[C:40]([CH3:43])[S:41][CH:42]=1. (3) Given the product [CH2:24]([C@H:64]([NH:30][C:31](=[O:32])[C:37]1[CH:38]=[CH:39][CH:19]=[C:18]([OH:22])[C:36]=1[CH3:35])[C@H:65]([OH:60])[C:6]([N:8]1[C@H:12]([C:13](=[O:15])[CH2:53][CH2:58][CH:57]=[CH2:56])[C:11]([CH3:16])([CH3:17])[S:10][CH2:9]1)=[O:7])[C:25]1[CH:71]=[CH:66][CH:67]=[CH:27][CH:26]=1, predict the reactants needed to synthesize it. The reactants are: C(O[C:6]([N:8]1[C@H:12]([C:13]([OH:15])=O)[C:11]([CH3:17])([CH3:16])[S:10][CH2:9]1)=[O:7])(C)(C)C.[C:18](Cl)(=[O:22])[C:19](Cl)=O.[CH2:24]([Mg]Br)[CH2:25][CH:26]=[CH2:27].[NH2:30][C:31](N)=[O:32].C1[CH:35]=[CH:36][C:37]2N(O)N=N[C:38]=2[CH:39]=1.C1CCC(N=C=N[CH:53]2[CH2:58][CH2:57][CH2:56]CC2)CC1.Cl.[O:60]1[CH2:65][CH2:64]OCC1.[CH:66]1[CH:71]=CC=C[CH:67]=1. (4) Given the product [CH3:29][O:28][C:26](=[O:27])[C:25]1[CH:24]=[CH:23][C:22]([C:2]2[CH:7]=[CH:6][N:5]=[C:4]([CH2:8][CH3:9])[C:3]=2[C:10]#[C:11][C:12]2[CH:17]=[N:16][C:15]([NH2:18])=[CH:14][CH:13]=2)=[CH:21][C:20]=1[F:19], predict the reactants needed to synthesize it. The reactants are: Cl[C:2]1[CH:7]=[CH:6][N:5]=[C:4]([CH2:8][CH3:9])[C:3]=1[C:10]#[C:11][C:12]1[CH:13]=[CH:14][C:15]([NH2:18])=[N:16][CH:17]=1.[F:19][C:20]1[CH:21]=[C:22](B(O)O)[CH:23]=[CH:24][C:25]=1[C:26]([O:28][CH3:29])=[O:27].CC(C1C=C(C(C)C)C(C2C=CC=CC=2P(C2CCCCC2)C2CCCCC2)=C(C(C)C)C=1)C.[Li+].[Cl-].[O-]P([O-])([O-])=O.[K+].[K+].[K+]. (5) Given the product [C:1]([Si:5]([CH3:24])([CH3:23])[O:6][C:7]1[CH:12]=[CH:11][C:10]([C:13]2[CH:14]([C:15]3[CH:16]=[CH:17][CH:18]=[CH:19][CH:20]=3)[C:32]([CH:34]3[CH2:36][CH2:35]3)([OH:31])[O:22][N:21]=2)=[CH:9][CH:8]=1)([CH3:2])([CH3:4])[CH3:3], predict the reactants needed to synthesize it. The reactants are: [C:1]([Si:5]([CH3:24])([CH3:23])[O:6][C:7]1[CH:12]=[CH:11][C:10]([C:13](=[N:21][OH:22])[CH2:14][C:15]2[CH:20]=[CH:19][CH:18]=[CH:17][CH:16]=2)=[CH:9][CH:8]=1)([CH3:4])([CH3:3])[CH3:2].C([Li])CCC.C[O:31][C:32]([CH:34]1[CH2:36][CH2:35]1)=O.[Cl-].[NH4+].